Dataset: Full USPTO retrosynthesis dataset with 1.9M reactions from patents (1976-2016). Task: Predict the reactants needed to synthesize the given product. (1) Given the product [F:23][C:24]1[CH:29]=[CH:28][C:27]([C:2]2[N:6]3[N:7]=[C:8]([O:11][CH3:12])[CH:9]=[CH:10][C:5]3=[N:4][C:3]=2[C:13]2[CH:18]=[CH:17][C:16]([CH3:19])=[C:15]([N+:20]([O-:22])=[O:21])[CH:14]=2)=[CH:26][CH:25]=1, predict the reactants needed to synthesize it. The reactants are: Br[C:2]1[N:6]2[N:7]=[C:8]([O:11][CH3:12])[CH:9]=[CH:10][C:5]2=[N:4][C:3]=1[C:13]1[CH:18]=[CH:17][C:16]([CH3:19])=[C:15]([N+:20]([O-:22])=[O:21])[CH:14]=1.[F:23][C:24]1[CH:29]=[CH:28][C:27](B(O)O)=[CH:26][CH:25]=1.C([O-])([O-])=O.[Na+].[Na+]. (2) Given the product [C:1]([C:4]1[C:5](=[O:15])[N:6]([CH3:18])[C:7]2[C:12]([C:13]=1[OH:14])=[CH:11][CH:10]=[CH:9][N:8]=2)(=[O:3])[CH3:2], predict the reactants needed to synthesize it. The reactants are: [C:1]([C:4]1[C:5](=[O:15])[NH:6][C:7]2[C:12]([C:13]=1[OH:14])=[CH:11][CH:10]=[CH:9][N:8]=2)(=[O:3])[CH3:2].[H-].[Na+].[CH3:18]I. (3) The reactants are: [C:1]([O:5][C:6](=[O:9])[CH2:7][CH3:8])(=O)[CH2:2][CH3:3].[CH2:10]([N:12](CC)CC)C. Given the product [C:1]([NH2:12])(=[O:5])[CH3:2].[C:6]([O:5][CH2:1][CH2:2][CH3:3])(=[O:9])[C:7]([CH3:10])=[CH2:8], predict the reactants needed to synthesize it. (4) Given the product [CH3:1][C:2]1([CH3:14])[O:6][B:5]([C:7]2[CH:8]=[N:9][N:10]([S:22]([CH:25]3[CH2:29][CH2:28][N:27]([C:30]([O:32][C:33]([CH3:36])([CH3:35])[CH3:34])=[O:31])[CH2:26]3)(=[O:23])=[O:24])[CH:11]=2)[O:4][C:3]1([CH3:13])[CH3:12], predict the reactants needed to synthesize it. The reactants are: [CH3:1][C:2]1([CH3:14])[O:6][B:5]([C:7]2[CH:8]=[N:9][NH:10][CH:11]=2)[O:4][C:3]1([CH3:13])[CH3:12].C(=O)([O-])[O-].[Cs+].[Cs+].Cl[S:22]([CH:25]1[CH2:29][CH2:28][N:27]([C:30]([O:32][C:33]([CH3:36])([CH3:35])[CH3:34])=[O:31])[CH2:26]1)(=[O:24])=[O:23]. (5) Given the product [Br:1][C:2]1[CH:3]=[C:4]2[C:8](=[CH:9][CH:10]=1)[CH:7]([C:11](=[CH2:27])[C:12]([O:14][CH2:15][CH3:16])=[O:13])[CH2:6][CH2:5]2, predict the reactants needed to synthesize it. The reactants are: [Br:1][C:2]1[CH:3]=[C:4]2[C:8](=[CH:9][CH:10]=1)[CH:7]([CH:11](P(OCC)(OCC)=O)[C:12]([O:14][CH2:15][CH3:16])=[O:13])[CH2:6][CH2:5]2.C=O.[C:27]([O-])([O-])=O.[K+].[K+]. (6) Given the product [NH2:19][C:10]1[C:9]2[N:8]=[CH:7][N:6]([CH2:5][CH2:4][CH2:3][CH2:2][NH:1][C:30]([C:23]3[C:24]4[C:29](=[CH:28][CH:27]=[CH:26][CH:25]=4)[N:20]=[CH:21][CH:22]=3)=[O:31])[C:18]=2[C:17]2[CH:16]=[CH:15][CH:14]=[CH:13][C:12]=2[N:11]=1, predict the reactants needed to synthesize it. The reactants are: [NH2:1][CH2:2][CH2:3][CH2:4][CH2:5][N:6]1[C:18]2[C:17]3[CH:16]=[CH:15][CH:14]=[CH:13][C:12]=3[N:11]=[C:10]([NH2:19])[C:9]=2[N:8]=[CH:7]1.[N:20]1[C:29]2[C:24](=[CH:25][CH:26]=[CH:27][CH:28]=2)[C:23]([C:30](Cl)=[O:31])=[CH:22][CH:21]=1. (7) The reactants are: [CH3:1][CH:2]([CH3:14])[C@H:3]([NH:7][C:8]([O:10][CH:11]([CH3:13])[CH3:12])=[O:9])[C:4]([OH:6])=O.C(N1C=CN=C1)(N1C=CN=C1)=O.[NH2:27][C@@H:28]([CH:40]([CH3:42])[CH3:41])[CH2:29][NH:30][C:31]([C:33]1[CH:38]=[CH:37][CH:36]=[C:35]([Cl:39])[N:34]=1)=[O:32]. Given the product [Cl:39][C:35]1[N:34]=[C:33]([C:31]([NH:30][CH2:29][C@@H:28]([NH:27][C:4](=[O:6])[C@@H:3]([NH:7][C:8]([O:10][CH:11]([CH3:13])[CH3:12])=[O:9])[CH:2]([CH3:1])[CH3:14])[CH:40]([CH3:41])[CH3:42])=[O:32])[CH:38]=[CH:37][CH:36]=1, predict the reactants needed to synthesize it.